From a dataset of Forward reaction prediction with 1.9M reactions from USPTO patents (1976-2016). Predict the product of the given reaction. (1) Given the reactants [N:1]1([C:7]([C:9]2[S:10][CH:11]=[C:12]([C:14]([O:16][C:17]([CH3:20])([CH3:19])[CH3:18])=[O:15])[N:13]=2)=[O:8])[CH2:6][CH2:5][S:4][CH2:3][CH2:2]1.Br[C:22]1[CH:27]=[CH:26][C:25]([C:28]([OH:37])([C:33]([F:36])([F:35])[F:34])[C:29]([F:32])([F:31])[F:30])=[C:24]([Cl:38])[C:23]=1[Cl:39].C([O-])([O-])=O.[Na+].[Na+].C1C=CC(P(C2C=CC=CC=2)C2C=CC=CC=2)=CC=1, predict the reaction product. The product is: [Cl:39][C:23]1[C:24]([Cl:38])=[C:25]([C:28]([OH:37])([C:29]([F:30])([F:31])[F:32])[C:33]([F:34])([F:35])[F:36])[CH:26]=[CH:27][C:22]=1[C:11]1[S:10][C:9]([C:7]([N:1]2[CH2:6][CH2:5][S:4][CH2:3][CH2:2]2)=[O:8])=[N:13][C:12]=1[C:14]([O:16][C:17]([CH3:20])([CH3:19])[CH3:18])=[O:15]. (2) Given the reactants [Cl:1][C:2]1[C:7]([OH:8])=[CH:6][C:5]([N:9]2[C:13](=[O:14])[N:12]([CH2:15][CH2:16][CH2:17][F:18])[N:11]=[N:10]2)=[C:4]([F:19])[CH:3]=1.[N+:20]([O-])([OH:22])=[O:21], predict the reaction product. The product is: [Cl:1][C:2]1[CH:3]=[C:4]([F:19])[C:5]([N:9]2[C:13](=[O:14])[N:12]([CH2:15][CH2:16][CH2:17][F:18])[N:11]=[N:10]2)=[C:6]([N+:20]([O-:22])=[O:21])[C:7]=1[OH:8]. (3) Given the reactants [C:1]([O:5][C:6]([NH:8][CH:9]([C:11]1[S:12][C:13]([C:16]([OH:18])=[O:17])=[CH:14][N:15]=1)[CH3:10])=[O:7])([CH3:4])([CH3:3])[CH3:2].[OH-].[K+].[CH2:21](Br)[C:22]1[CH:27]=[CH:26][CH:25]=[CH:24][CH:23]=1, predict the reaction product. The product is: [C:1]([O:5][C:6]([NH:8][CH:9]([C:11]1[S:12][C:13]([C:16]([O:18][CH2:21][C:22]2[CH:27]=[CH:26][CH:25]=[CH:24][CH:23]=2)=[O:17])=[CH:14][N:15]=1)[CH3:10])=[O:7])([CH3:2])([CH3:3])[CH3:4].